This data is from Full USPTO retrosynthesis dataset with 1.9M reactions from patents (1976-2016). The task is: Predict the reactants needed to synthesize the given product. (1) Given the product [F:40][C:5]1[C:6]([O:7][CH:8]([C:21]2[O:22][CH:23]=[C:24]([C:26]3[CH:31]=[CH:30][C:29]([C:32]([F:35])([F:34])[F:33])=[CH:28][CH:27]=3)[N:25]=2)[CH2:9][NH:10][S:49]([CH3:48])(=[O:51])=[O:50])=[CH:36][CH:37]=[C:38]([F:39])[C:4]=1[C:1]([NH2:2])=[O:3], predict the reactants needed to synthesize it. The reactants are: [C:1]([C:4]1[C:5]([F:40])=[C:6]([CH:36]=[CH:37][C:38]=1[F:39])[O:7][CH:8]([C:21]1[O:22][CH:23]=[C:24]([C:26]2[CH:31]=[CH:30][C:29]([C:32]([F:35])([F:34])[F:33])=[CH:28][CH:27]=2)[N:25]=1)[CH2:9][NH:10]C(=O)OCC1C=CC=CC=1)(=[O:3])[NH2:2].C(N(CC)CC)C.[CH3:48][S:49](Cl)(=[O:51])=[O:50]. (2) Given the product [F:1][C:2]1[CH:9]=[CH:8][C:5](/[CH:6]=[CH:14]/[C:13]([O:12][CH3:11])=[O:34])=[C:4]([OH:10])[CH:3]=1, predict the reactants needed to synthesize it. The reactants are: [F:1][C:2]1[CH:9]=[CH:8][C:5]([CH:6]=O)=[C:4]([OH:10])[CH:3]=1.[CH3:11][O:12][C:13](=[O:34])[CH:14]=P(C1C=CC=CC=1)(C1C=CC=CC=1)C1C=CC=CC=1. (3) Given the product [Cl:23][C:24]1[CH:29]=[C:28]([C:2]2[CH:3]=[C:4]3[C:14](=[CH:15][CH:16]=2)[O:13][C:7]2([CH2:12][CH2:11][CH2:10][O:9][CH2:8]2)[CH2:6][C:5]23[N:20]=[C:19]([NH2:21])[C:18]([CH3:22])=[N:17]2)[CH:27]=[CH:26][CH:25]=1, predict the reactants needed to synthesize it. The reactants are: Br[C:2]1[CH:3]=[C:4]2[C:14](=[CH:15][CH:16]=1)[O:13][C:7]1([CH2:12][CH2:11][CH2:10][O:9][CH2:8]1)[CH2:6][C:5]12[N:20]=[C:19]([NH2:21])[C:18]([CH3:22])=[N:17]1.[Cl:23][C:24]1[CH:25]=[C:26](B(O)O)[CH:27]=[CH:28][CH:29]=1.C([O-])([O-])=O.[K+].[K+]. (4) Given the product [CH3:46][C:45]1[CH:44]=[CH:43][C:27]([C:28]([NH:30][C:31]2[CH:36]=[CH:35][CH:34]=[C:33]([N:37]3[CH2:42][CH2:41][O:40][CH2:39][CH2:38]3)[CH:32]=2)=[O:29])=[CH:26][C:25]=1[B:54]1[O:58][C:57]([CH3:60])([CH3:59])[C:56]([CH3:62])([CH3:61])[O:55]1, predict the reactants needed to synthesize it. The reactants are: ICC1C=C(C=CC=1)C(NC1C=CC=C(N2CCOCC2)C=1)=O.I[C:25]1[CH:26]=[C:27]([CH:43]=[CH:44][C:45]=1[CH3:46])[C:28]([NH:30][C:31]1[CH:36]=[CH:35][CH:34]=[C:33]([N:37]2[CH2:42][CH2:41][O:40][CH2:39][CH2:38]2)[CH:32]=1)=[O:29].C(N(CC)CC)C.[B:54]1([B:54]2[O:58][C:57]([CH3:60])([CH3:59])[C:56]([CH3:62])([CH3:61])[O:55]2)[O:58][C:57]([CH3:60])([CH3:59])[C:56]([CH3:62])([CH3:61])[O:55]1.ClCCl.